This data is from Catalyst prediction with 721,799 reactions and 888 catalyst types from USPTO. The task is: Predict which catalyst facilitates the given reaction. (1) Reactant: C([NH:9][C:10]([NH:12][C:13]1[C:18]([O:19][C:20]2[CH:25]=[CH:24][CH:23]=[CH:22][CH:21]=2)=[CH:17][C:16]([C:26]([F:29])([F:28])[F:27])=[CH:15][N:14]=1)=[S:11])(=O)C1C=CC=CC=1.[OH-].[Na+]. Product: [O:19]([C:18]1[C:13]([NH:12][C:10]([NH2:9])=[S:11])=[N:14][CH:15]=[C:16]([C:26]([F:29])([F:27])[F:28])[CH:17]=1)[C:20]1[CH:21]=[CH:22][CH:23]=[CH:24][CH:25]=1. The catalyst class is: 5. (2) Reactant: [Cl:1][C:2]1[CH:7]=[CH:6][C:5]([S:8][CH2:9][C:10]([CH3:12])=O)=[CH:4][CH:3]=1.S(Cl)(Cl)(=O)=O.C[N:19](C)[C:20]1[C:29]2[C:24](=[CH:25][CH:26]=[CH:27][C:28]=2N(C)C)[CH:23]=CC=1.[NH2:34]C1C=CC(Cl)=C(C=1)C#N. Product: [Cl:1][C:2]1[CH:7]=[CH:6][C:5]([S:8][C:9]2[C:28]3[C:29]([C:20]#[N:19])=[C:24]([CH3:23])[CH:25]=[CH:26][C:27]=3[NH:34][C:10]=2[CH3:12])=[CH:4][CH:3]=1. The catalyst class is: 236.